Dataset: Reaction yield outcomes from USPTO patents with 853,638 reactions. Task: Predict the reaction yield, written as a fraction of the theoretical maximum amount of product (1.0 means a 100% yield; for example, 0.34 means a 34% yield). (1) The reactants are FC(F)(F)C(O)=O.[CH2:8]([C:10]([C:35]1[CH:40]=[CH:39][C:38]([B:41]2[O:45][C:44]([CH3:47])([CH3:46])[C:43]([CH3:49])([CH3:48])[O:42]2)=[C:37]([CH3:50])[CH:36]=1)([C:13]1[CH:18]=[CH:17][C:16]([C:19]#[C:20][C:21]([O:30]COC)([C:26]([F:29])([F:28])[F:27])[C:22]([F:25])([F:24])[F:23])=[C:15]([CH3:34])[CH:14]=1)[CH2:11][CH3:12])[CH3:9]. The catalyst is ClCCl. The product is [CH2:8]([C:10]([C:13]1[CH:18]=[CH:17][C:16]([C:19]#[C:20][C:21]([C:22]([F:25])([F:23])[F:24])([OH:30])[C:26]([F:28])([F:27])[F:29])=[C:15]([CH3:34])[CH:14]=1)([C:35]1[CH:40]=[CH:39][C:38]([B:41]2[O:45][C:44]([CH3:46])([CH3:47])[C:43]([CH3:48])([CH3:49])[O:42]2)=[C:37]([CH3:50])[CH:36]=1)[CH2:11][CH3:12])[CH3:9]. The yield is 0.540. (2) The reactants are [CH2:1]1[CH:6]2[CH2:7][C:8]3([NH2:11])[CH2:10][CH:4]([CH2:5]2)[CH2:3][CH:2]1[CH2:9]3.[CH3:12][O:13][C:14]1[CH:15]=[CH:16][C:17]2[CH:21]=[C:20]([CH:22]=O)[S:19][C:18]=2[CH:24]=1. No catalyst specified. The product is [CH3:12][O:13][C:14]1[CH:15]=[CH:16][C:17]2[CH:21]=[C:20]([CH2:22][NH:11][C:8]34[CH2:10][CH:4]5[CH2:5][CH:6]([CH2:1][CH:2]([CH2:3]5)[CH2:9]3)[CH2:7]4)[S:19][C:18]=2[CH:24]=1. The yield is 0.710. (3) The reactants are [Br:1]/[C:2](=[CH:5]\N(C)C)/[CH:3]=O.C(=O)([O-])[O-].[K+].[K+].Cl.[OH:16][C:17]([CH3:22])(C)[C:18]([NH2:20])=[NH:19]. The catalyst is C(O)C. The product is [Br:1][C:2]1[CH:3]=[N:19][C:18]([C@@H:17]([OH:16])[CH3:22])=[N:20][CH:5]=1. The yield is 0.160. (4) The reactants are ClC(Cl)(Cl)[C:3]([N:5]=C=O)=[O:4].[C:10]([NH:13][C:14]1[CH:22]=[C:21]2[C:17]([C:18]([C:24]([NH2:26])=[O:25])=[C:19]([NH2:23])[NH:20]2)=[CH:16][CH:15]=1)(=[O:12])[CH3:11].N.CO. The product is [C:10]([NH:13][C:14]1[CH:22]=[C:21]2[C:17]([C:18]([C:24]([NH2:26])=[O:25])=[C:19]([NH:23][C:3]([NH2:5])=[O:4])[NH:20]2)=[CH:16][CH:15]=1)(=[O:12])[CH3:11]. The catalyst is O1CCCC1. The yield is 0.430. (5) The reactants are [Cl:1][C:2]1[C:3]([CH3:18])=[C:4]([NH:10][C@H:11]([C@@H:15]([OH:17])[CH3:16])[C:12]([OH:14])=O)[CH:5]=[CH:6][C:7]=1[C:8]#[N:9].Cl.[NH2:20][CH2:21][C:22]([C:24]1[CH:29]=[CH:28][CH:27]=[CH:26][CH:25]=1)=[O:23].ClC1C(CC)=C(N[C@H]([C@@H](O)C)C(NNC(=O)C2C=CC=CC=2)=O)C=CC=1C#N. No catalyst specified. The product is [Cl:1][C:2]1[C:3]([CH3:18])=[C:4]([NH:10][C@H:11]([C@@H:15]([OH:17])[CH3:16])[C:12]([NH:20][CH2:21][C:22](=[O:23])[C:24]2[CH:29]=[CH:28][CH:27]=[CH:26][CH:25]=2)=[O:14])[CH:5]=[CH:6][C:7]=1[C:8]#[N:9]. The yield is 0.920.